From a dataset of Catalyst prediction with 721,799 reactions and 888 catalyst types from USPTO. Predict which catalyst facilitates the given reaction. (1) Reactant: [H-].[Na+].[O:3]1[C:7]2=[N:8][C:9]3[CH:14]=[CH:13][CH:12]=[CH:11][C:10]=3[N:6]2[CH2:5][CH:4]1[CH2:15][CH2:16][CH2:17][CH2:18][OH:19].[CH3:20]I.O. Product: [CH3:20][O:19][CH2:18][CH2:17][CH2:16][CH2:15][CH:4]1[O:3][C:7]2=[N:8][C:9]3[CH:14]=[CH:13][CH:12]=[CH:11][C:10]=3[N:6]2[CH2:5]1. The catalyst class is: 1. (2) Reactant: [CH2:1]([C:3]1[CH:8]=[C:7]([CH3:9])[CH:6]=[C:5]([CH2:10][CH3:11])[C:4]=1[C:12]1[C:13](=[O:22])[CH:14]([CH2:19][C:20]#[CH:21])[CH2:15][C:16]=1[O:17]C)[CH3:2].Cl. Product: [CH2:1]([C:3]1[CH:8]=[C:7]([CH3:9])[CH:6]=[C:5]([CH2:10][CH3:11])[C:4]=1[CH:12]1[C:13](=[O:22])[CH:14]([CH2:19][C:20]#[CH:21])[CH2:15][C:16]1=[O:17])[CH3:2]. The catalyst class is: 21. (3) Reactant: [C:1]([O:5][C:6]([N:8]1[CH2:13][CH2:12][C:11]([CH2:17][CH:18]2[CH2:20][CH2:19]2)([C:14]([OH:16])=O)[CH2:10][CH2:9]1)=[O:7])([CH3:4])([CH3:3])[CH3:2].[F:21][C:22]([F:36])([F:35])[C:23]1[CH:24]=[C:25]([CH2:33][NH2:34])[CH:26]=[C:27]([C:29]([F:32])([F:31])[F:30])[CH:28]=1.C1C=C2N=NN(O)C2=CC=1.O.CCN(C(C)C)C(C)C.CCN=C=NCCCN(C)C. Product: [F:21][C:22]([F:35])([F:36])[C:23]1[CH:24]=[C:25]([CH:26]=[C:27]([C:29]([F:32])([F:30])[F:31])[CH:28]=1)[CH2:33][NH:34][C:14]([C:11]1([CH2:17][CH:18]2[CH2:19][CH2:20]2)[CH2:12][CH2:13][N:8]([C:6]([O:5][C:1]([CH3:2])([CH3:3])[CH3:4])=[O:7])[CH2:9][CH2:10]1)=[O:16]. The catalyst class is: 2. (4) Reactant: [F:1][CH2:2][C:3]1[CH:4]=[C:5]([N:9]2CCN(C(OC(C)(C)C)=O)[CH2:11][CH2:10]2)[CH:6]=[CH:7][CH:8]=1.C(N(C(C)C)CC)(C)C.[N:31]1([C:36](=[NH:38])[NH2:37])[CH:35]=[CH:34]C=N1. Product: [F:1][CH2:2][C:3]1[CH:4]=[C:5]([N:9]2[CH2:34][CH2:35][N:31]([C:36](=[NH:38])[NH2:37])[CH2:11][CH2:10]2)[CH:6]=[CH:7][CH:8]=1. The catalyst class is: 89.